From a dataset of Full USPTO retrosynthesis dataset with 1.9M reactions from patents (1976-2016). Predict the reactants needed to synthesize the given product. Given the product [O:29]1[CH2:30][CH2:31][N:26]([C:2]2[N:7]=[C:6]([O:8][C:9]3[CH:25]=[CH:24][CH:23]=[CH:22][C:10]=3[CH2:11][NH:12][C:13]([NH:15][C:16]3[O:17][CH:18]=[C:19]([CH3:21])[N:20]=3)=[O:14])[CH:5]=[CH:4][N:3]=2)[CH2:27][CH2:28]1, predict the reactants needed to synthesize it. The reactants are: Cl[C:2]1[N:7]=[C:6]([O:8][C:9]2[CH:25]=[CH:24][CH:23]=[CH:22][C:10]=2[CH2:11][NH:12][C:13]([NH:15][C:16]2[O:17][CH:18]=[C:19]([CH3:21])[N:20]=2)=[O:14])[CH:5]=[CH:4][N:3]=1.[NH:26]1[CH2:31][CH2:30][O:29][CH2:28][CH2:27]1.